Regression. Given a peptide amino acid sequence and an MHC pseudo amino acid sequence, predict their binding affinity value. This is MHC class I binding data. From a dataset of Peptide-MHC class I binding affinity with 185,985 pairs from IEDB/IMGT. (1) The peptide sequence is NSDDYTADE. The MHC is HLA-B27:05 with pseudo-sequence HLA-B27:05. The binding affinity (normalized) is 0.0847. (2) The peptide sequence is MPFRDLILF. The MHC is Mamu-B17 with pseudo-sequence Mamu-B17. The binding affinity (normalized) is 0.604. (3) The peptide sequence is GVYYPDEIFR. The MHC is HLA-A03:01 with pseudo-sequence HLA-A03:01. The binding affinity (normalized) is 0.417. (4) The peptide sequence is SIINRDIIVI. The MHC is HLA-A02:01 with pseudo-sequence HLA-A02:01. The binding affinity (normalized) is 0.379. (5) The peptide sequence is YMREVGAAL. The binding affinity (normalized) is 0.371. The MHC is HLA-B46:01 with pseudo-sequence HLA-B46:01. (6) The MHC is HLA-C04:01 with pseudo-sequence HLA-C04:01. The binding affinity (normalized) is 0.213. The peptide sequence is WPILGFFPM. (7) The peptide sequence is FLTSVINRV. The MHC is HLA-B54:01 with pseudo-sequence HLA-B54:01. The binding affinity (normalized) is 0.371. (8) The peptide sequence is KIQNFRVYY. The MHC is HLA-A02:01 with pseudo-sequence HLA-A02:01. The binding affinity (normalized) is 0.200. (9) The MHC is HLA-B35:01 with pseudo-sequence HLA-B35:01. The binding affinity (normalized) is 0.898. The peptide sequence is HSEEGSRAY.